Task: Predict the reaction yield, written as a fraction of the theoretical maximum amount of product (1.0 means a 100% yield; for example, 0.34 means a 34% yield).. Dataset: Reaction yield outcomes from USPTO patents with 853,638 reactions (1) The reactants are [CH:1]1(/[CH:7]=[CH:8]/[C:9]([OH:11])=O)[CH2:6][CH2:5][CH:4]=[CH:3][CH2:2]1.ClC(OCC)=O.C(N(CC)CC)C.[CH:25]1([NH2:28])[CH2:27][CH2:26]1.[Cl-].[Na+]. No catalyst specified. The product is [CH:25]1([NH:28][C:9](=[O:11])/[CH:8]=[CH:7]/[CH:1]2[CH2:6][CH2:5][CH:4]=[CH:3][CH2:2]2)[CH2:27][CH2:26]1. The yield is 0.690. (2) The reactants are [OH:1][N:2]1C2C=CC=CC=2N=N1.Cl.C(N=C=NCCCN(C)C)C.[CH2:23]([O:30][C:31]1[CH:36]=[CH:35][C:34]([S:37]([NH:40][CH2:41][C@H:42]([N:46]2[CH2:51][CH2:50][N:49]([S:52]([CH3:55])(=[O:54])=[O:53])[CH2:48][CH2:47]2)[C:43](O)=[O:44])(=[O:39])=[O:38])=[CH:33][CH:32]=1)[C:24]1[CH:29]=[CH:28][CH:27]=[CH:26][CH:25]=1.[Si](ON)(C(C)(C)C)(C)C.C(=O)([O-])O.[Na+]. The catalyst is CN(C)C=O.C(OCC)(=O)C.O. The product is [CH2:23]([O:30][C:31]1[CH:32]=[CH:33][C:34]([S:37]([NH:40][CH2:41][C@H:42]([N:46]2[CH2:51][CH2:50][N:49]([S:52]([CH3:55])(=[O:54])=[O:53])[CH2:48][CH2:47]2)[C:43]([NH:2][OH:1])=[O:44])(=[O:38])=[O:39])=[CH:35][CH:36]=1)[C:24]1[CH:29]=[CH:28][CH:27]=[CH:26][CH:25]=1. The yield is 0.340. (3) The reactants are [F:1][C:2]1[CH:7]=[CH:6][C:5]([N:8]2[C:13](=[O:14])[C:12]([CH2:15]Br)=[C:11]([C:17]3[CH:22]=[CH:21][C:20]([S:23]([CH3:26])(=[O:25])=[O:24])=[CH:19][CH:18]=3)[CH:10]=[N:9]2)=[CH:4][CH:3]=1.[F:27][C:28]1[CH:33]=[CH:32][C:31]([OH:34])=[CH:30][CH:29]=1.C([O-])([O-])=O.[K+].[K+]. The catalyst is CC(C)=O. The product is [F:1][C:2]1[CH:7]=[CH:6][C:5]([N:8]2[C:13](=[O:14])[C:12]([CH2:15][O:34][C:31]3[CH:32]=[CH:33][C:28]([F:27])=[CH:29][CH:30]=3)=[C:11]([C:17]3[CH:22]=[CH:21][C:20]([S:23]([CH3:26])(=[O:25])=[O:24])=[CH:19][CH:18]=3)[CH:10]=[N:9]2)=[CH:4][CH:3]=1. The yield is 0.720. (4) The reactants are [F:1][C:2]1[CH:3]=[CH:4][C:5]([NH:8][NH2:9])=[N:6][CH:7]=1.[CH3:10][N:11]([CH3:20])[C:12]1([C:17](O)=[O:18])[CH2:16][CH2:15][CH2:14][CH2:13]1.C(Cl)CCl.C1C=CC2N(O)N=NC=2C=1. The product is [F:1][C:2]1[CH:3]=[CH:4][C:5]([NH:8][NH:9][C:17]([C:12]2([N:11]([CH3:20])[CH3:10])[CH2:16][CH2:15][CH2:14][CH2:13]2)=[O:18])=[N:6][CH:7]=1. The yield is 0.670. The catalyst is CN(C=O)C. (5) The catalyst is C(O)(=O)C. The yield is 0.700. The reactants are [Cl:1][C:2]1[CH:3]=[C:4]([C:9]2[N:10]([C:18]3[CH:23]=[CH:22][C:21]([S:24]([NH2:27])(=[O:26])=[O:25])=[CH:20][CH:19]=3)[CH:11]=[C:12]([C:14]([F:17])([F:16])[F:15])[N:13]=2)[CH:5]=[C:6]([CH3:8])[CH:7]=1.[C:28](Cl)(=[O:30])[CH3:29]. The product is [Cl:1][C:2]1[CH:3]=[C:4]([C:9]2[N:10]([C:18]3[CH:19]=[CH:20][C:21]([S:24]([NH:27][C:28](=[O:30])[CH3:29])(=[O:26])=[O:25])=[CH:22][CH:23]=3)[CH:11]=[C:12]([C:14]([F:16])([F:15])[F:17])[N:13]=2)[CH:5]=[C:6]([CH3:8])[CH:7]=1. (6) The reactants are [Cl:1][C:2]1[CH:9]=[C:8]([C:10]([F:13])([F:12])[F:11])[CH:7]=[CH:6][C:3]=1[CH2:4][NH2:5].ClC(Cl)(O[C:18](=[O:24])OC(Cl)(Cl)Cl)Cl.[N-:26]=[C:27]=O.CO.[CH3:31][N:32]([CH:34]=[O:35])C. The catalyst is CCOC(C)=O. The product is [Cl:1][C:2]1[CH:9]=[C:8]([C:10]([F:11])([F:12])[F:13])[CH:7]=[CH:6][C:3]=1[CH2:4][NH:5][C:34]([NH:32][C:31]1[C:27]2[NH:26][C:18](=[O:24])[NH:5][C:4]=2[CH:3]=[CH:2][CH:9]=1)=[O:35]. The yield is 0.180. (7) The reactants are [Cl:1][C:2]1[CH:19]=[CH:18][C:17]([Cl:20])=[CH:16][C:3]=1[CH2:4][N:5]1[CH2:10][CH2:9][NH:8][C:7]2[N:11]=[CH:12][C:13](I)=[CH:14][C:6]1=2.[C:21]([Cu])#[N:22]. No catalyst specified. The product is [Cl:1][C:2]1[CH:19]=[CH:18][C:17]([Cl:20])=[CH:16][C:3]=1[CH2:4][N:5]1[CH2:10][CH2:9][NH:8][C:7]2[N:11]=[CH:12][C:13]([C:21]#[N:22])=[CH:14][C:6]1=2. The yield is 0.460.